Dataset: Peptide-MHC class II binding affinity with 134,281 pairs from IEDB. Task: Regression. Given a peptide amino acid sequence and an MHC pseudo amino acid sequence, predict their binding affinity value. This is MHC class II binding data. (1) The peptide sequence is HDKKSMGDDHFWAVR. The MHC is HLA-DQA10201-DQB10202 with pseudo-sequence HLA-DQA10201-DQB10202. The binding affinity (normalized) is 0.0314. (2) The peptide sequence is QRFLPNPAGVQL. The MHC is DRB1_1101 with pseudo-sequence DRB1_1101. The binding affinity (normalized) is 0.426. (3) The peptide sequence is VIPEGWKADTAYESK. The MHC is DRB1_1602 with pseudo-sequence DRB1_1602. The binding affinity (normalized) is 0.462. (4) The peptide sequence is IVLSSELRLSHSRTH. The MHC is DRB1_0101 with pseudo-sequence DRB1_0101. The binding affinity (normalized) is 0.558.